This data is from Reaction yield outcomes from USPTO patents with 853,638 reactions. The task is: Predict the reaction yield, written as a fraction of the theoretical maximum amount of product (1.0 means a 100% yield; for example, 0.34 means a 34% yield). (1) The reactants are [CH3:1][O:2][C:3]([C@H:5]1[CH2:10][CH2:9][C@H:8]([C:11]2[N:19]3[C:14]([C:15](=[O:21])[NH:16][C:17]([NH2:20])=[N:18]3)=[CH:13][N:12]=2)[CH2:7][CH2:6]1)=[O:4].C1C(=O)N([Br:29])C(=O)C1.O. The catalyst is CN(C=O)C. The product is [CH3:1][O:2][C:3]([C@H:5]1[CH2:6][CH2:7][C@H:8]([C:11]2[N:19]3[C:14]([C:15](=[O:21])[NH:16][C:17]([NH2:20])=[N:18]3)=[C:13]([Br:29])[N:12]=2)[CH2:9][CH2:10]1)=[O:4]. The yield is 0.790. (2) The yield is 0.750. The product is [CH3:1][O:2][CH:3]([C:8]1[CH:17]=[CH:16][CH:15]=[C:14]2[C:9]=1[CH:10]=[CH:11][CH:12]=[N:13]2)[C:4]([NH:6]/[N:7]=[CH:23]/[C:22]1[CH:25]=[C:26]([O:30][CH3:31])[C:27]([O:28][CH3:29])=[C:20]([O:19][CH3:18])[CH:21]=1)=[O:5]. The catalyst is C(O)C.C(O)(=O)C. The reactants are [CH3:1][O:2][CH:3]([C:8]1[CH:17]=[CH:16][CH:15]=[C:14]2[C:9]=1[CH:10]=[CH:11][CH:12]=[N:13]2)[C:4]([NH:6][NH2:7])=[O:5].[CH3:18][O:19][C:20]1[CH:21]=[C:22]([CH:25]=[C:26]([O:30][CH3:31])[C:27]=1[O:28][CH3:29])[CH:23]=O. (3) The reactants are [C:1]([C:5]1[CH:10]=[CH:9][C:8]([N+:11]([O-])=O)=[CH:7][C:6]=1[S:14]([NH2:17])(=[O:16])=[O:15])([CH3:4])([CH3:3])[CH3:2].O.O.Cl[Sn]Cl.C([O-])(O)=O.[Na+]. The catalyst is CCO.CCOC(C)=O.O. The product is [C:1]([C:5]1[CH:10]=[CH:9][C:8]([NH2:11])=[CH:7][C:6]=1[S:14]([NH2:17])(=[O:15])=[O:16])([CH3:4])([CH3:2])[CH3:3]. The yield is 1.00. (4) The reactants are C[O:2][C:3](=[O:29])[C:4]1[CH:9]=[CH:8][C:7]([C:10](=[O:28])[NH:11][CH2:12][CH2:13][O:14][CH2:15][CH2:16][O:17][CH2:18][CH2:19][NH:20][C:21](=[O:27])[O:22][C:23]([CH3:26])([CH3:25])[CH3:24])=[CH:6][CH:5]=1.O.[OH-].[Li+].O.Cl.O. The catalyst is CO.O. The product is [CH3:24][C:23]([CH3:26])([CH3:25])[O:22][C:21](=[O:27])[NH:20][CH2:19][CH2:18][O:17][CH2:16][CH2:15][O:14][CH2:13][CH2:12][NH:11][C:10]([C:7]1[CH:8]=[CH:9][C:4]([C:3]([OH:29])=[O:2])=[CH:5][CH:6]=1)=[O:28]. The yield is 0.870. (5) The reactants are [CH2:1]([O:3][C:4]([C:6]12[CH2:13][C:10]([NH:14]C(OCC3C=CC=CC=3)=O)([CH2:11][CH2:12]1)[CH2:9][CH2:8][CH2:7]2)=[O:5])[CH3:2]. The catalyst is C(O)C.[Pd]. The product is [CH2:1]([O:3][C:4]([C:6]12[CH2:13][C:10]([NH2:14])([CH2:11][CH2:12]1)[CH2:9][CH2:8][CH2:7]2)=[O:5])[CH3:2]. The yield is 0.840. (6) The reactants are [CH:1]([C:3]1[CH:4]=[CH:5][C:6]2[N:7]([C:9]([C:12]([NH:14][CH2:15][CH3:16])=[O:13])=[CH:10][N:11]=2)[CH:8]=1)=C.N1C(C)=CC=CC=1C.[O:25]1CCOCC1.O. The catalyst is CC(O)(C)C.C(Cl)(Cl)Cl. The product is [CH2:15]([NH:14][C:12]([C:9]1[N:7]2[CH:8]=[C:3]([CH:1]=[O:25])[CH:4]=[CH:5][C:6]2=[N:11][CH:10]=1)=[O:13])[CH3:16]. The yield is 0.760.